From a dataset of Reaction yield outcomes from USPTO patents with 853,638 reactions. Predict the reaction yield, written as a fraction of the theoretical maximum amount of product (1.0 means a 100% yield; for example, 0.34 means a 34% yield). (1) The reactants are Cl[C:2]1[C:7]([I:8])=[CH:6][N:5]=[CH:4][N:3]=1.[F:9][C:10]([F:14])([F:13])[CH2:11][NH2:12].CCN(C(C)C)C(C)C. The catalyst is CCO. The product is [I:8][C:7]1[C:2]([NH:12][CH2:11][C:10]([F:14])([F:13])[F:9])=[N:3][CH:4]=[N:5][CH:6]=1. The yield is 0.591. (2) The product is [F:1][C:2]1[CH:3]=[CH:4][C:5]([CH:8]2[O:23][C:46](=[O:48])[NH:43][CH:9]2[CH2:13][C:14]2[O:15][C:16]([C:19]([F:20])([F:21])[F:22])=[CH:17][CH:18]=2)=[CH:6][CH:7]=1. The reactants are [F:1][C:2]1[CH:7]=[CH:6][C:5]([CH:8]([OH:23])[CH:9]([CH2:13][C:14]2[O:15][C:16]([C:19]([F:22])([F:21])[F:20])=[CH:17][CH:18]=2)C(O)=O)=[CH:4][CH:3]=1.C1(P(N=[N+]=[N-])(C2C=CC=CC=2)=O)C=CC=CC=1.C([N:43]([CH2:46]C)CC)C.[OH2:48]. The yield is 0.770. The catalyst is O1CCCC1. (3) The yield is 0.370. The reactants are [Br:1][C:2]1[C:14](=[O:15])[N:13]([CH:16]2[CH2:20][CH2:19][CH2:18][CH2:17]2)[C:5]2[N:6]=[C:7](S(C)=O)[N:8]=[CH:9][C:4]=2[CH:3]=1.[NH2:21][C:22]1[CH:27]=[CH:26][CH:25]=[CH:24][N:23]=1. The product is [Br:1][C:2]1[C:14](=[O:15])[N:13]([CH:16]2[CH2:20][CH2:19][CH2:18][CH2:17]2)[C:5]2[N:6]=[C:7]([NH:21][C:22]3[CH:27]=[CH:26][CH:25]=[CH:24][N:23]=3)[N:8]=[CH:9][C:4]=2[CH:3]=1. No catalyst specified. (4) The reactants are [Br-:1].[OH:2][CH2:3][CH2:4][CH2:5][N+:6]1[C:15]2[C:10](=[CH:11][CH:12]=[CH:13][CH:14]=2)[C:9]([CH3:16])=[CH:8][CH:7]=1.[CH3:17][O:18][CH2:19][CH2:20][O:21][CH2:22][CH2:23][N:24]1[C:36]2[CH:35]=[CH:34][C:33]([CH:37]=O)=[CH:32][C:31]=2[C:30]2[C:25]1=[CH:26][CH:27]=[CH:28][CH:29]=2.N1CCCCC1. The catalyst is C(O)C. The product is [Br-:1].[OH:2][CH2:3][CH2:4][CH2:5][N+:6]1[C:15]2[C:10](=[CH:11][CH:12]=[CH:13][CH:14]=2)[C:9](/[CH:16]=[CH:37]/[C:33]2[CH:34]=[CH:35][C:36]3[N:24]([CH2:23][CH2:22][O:21][CH2:20][CH2:19][O:18][CH3:17])[C:25]4[C:30]([C:31]=3[CH:32]=2)=[CH:29][CH:28]=[CH:27][CH:26]=4)=[CH:8][CH:7]=1. The yield is 0.410. (5) The reactants are Cl.[O:2]1[C:6]2[CH:7]=[CH:8][CH:9]=[C:10]([CH:11]3[CH2:16][CH2:15][N:14]([CH2:17][CH2:18][C@H:19]4[CH2:24][CH2:23][C@H:22]([NH2:25])[CH2:21][CH2:20]4)[CH2:13][CH2:12]3)[C:5]=2[O:4][CH2:3]1.C(N(CC)CC)C.[C:33](Cl)(=[O:36])[O:34][CH3:35]. The catalyst is ClCCl. The product is [CH3:35][O:34][C:33](=[O:36])[NH:25][C@H:22]1[CH2:21][CH2:20][C@H:19]([CH2:18][CH2:17][N:14]2[CH2:15][CH2:16][CH:11]([C:10]3[C:5]4[O:4][CH2:3][O:2][C:6]=4[CH:7]=[CH:8][CH:9]=3)[CH2:12][CH2:13]2)[CH2:24][CH2:23]1. The yield is 0.416. (6) The product is [CH3:20][O:24][N:25]([CH3:26])[C:14]([CH:10]1[O:11][CH2:12][CH2:13][N:8]([C:6]([O:5][C:1]([CH3:2])([CH3:3])[CH3:4])=[O:7])[CH2:9]1)=[O:16]. The yield is 0.840. The catalyst is C(Cl)Cl. The reactants are [C:1]([O:5][C:6]([N:8]1[CH2:13][CH2:12][O:11][CH:10]([C:14]([OH:16])=O)[CH2:9]1)=[O:7])([CH3:4])([CH3:3])[CH3:2].CN([C:20]([O:24][N:25]1N=NC2C=CC=N[C:26]1=2)=[N+](C)C)C.F[P-](F)(F)(F)(F)F.CCN(C(C)C)C(C)C.O. (7) The reactants are [H-].[Na+].[OH:3][C:4]1[CH:9]=[CH:8][CH:7]=[CH:6][N:5]=1.Br[CH2:11][CH2:12][O:13][C:14](=[O:16])[CH3:15]. The catalyst is CN(C=O)C. The product is [CH2:12]([O:13][C:14](=[O:16])[CH2:15][N:5]1[CH:6]=[CH:7][CH:8]=[CH:9][C:4]1=[O:3])[CH3:11]. The yield is 0.650.